From a dataset of NCI-60 drug combinations with 297,098 pairs across 59 cell lines. Regression. Given two drug SMILES strings and cell line genomic features, predict the synergy score measuring deviation from expected non-interaction effect. (1) Drug 1: CCC1=C2CN3C(=CC4=C(C3=O)COC(=O)C4(CC)O)C2=NC5=C1C=C(C=C5)O. Cell line: HCT116. Synergy scores: CSS=43.5, Synergy_ZIP=1.14, Synergy_Bliss=-0.318, Synergy_Loewe=-18.7, Synergy_HSA=0.221. Drug 2: CCC1(CC2CC(C3=C(CCN(C2)C1)C4=CC=CC=C4N3)(C5=C(C=C6C(=C5)C78CCN9C7C(C=CC9)(C(C(C8N6C)(C(=O)OC)O)OC(=O)C)CC)OC)C(=O)OC)O.OS(=O)(=O)O. (2) Drug 1: CCC(=C(C1=CC=CC=C1)C2=CC=C(C=C2)OCCN(C)C)C3=CC=CC=C3.C(C(=O)O)C(CC(=O)O)(C(=O)O)O. Drug 2: CCCCCOC(=O)NC1=NC(=O)N(C=C1F)C2C(C(C(O2)C)O)O. Cell line: NCI-H226. Synergy scores: CSS=3.14, Synergy_ZIP=-1.46, Synergy_Bliss=-0.426, Synergy_Loewe=-1.45, Synergy_HSA=-1.29. (3) Synergy scores: CSS=28.0, Synergy_ZIP=-3.57, Synergy_Bliss=-1.55, Synergy_Loewe=-11.5, Synergy_HSA=-1.14. Drug 1: COC1=C(C=C2C(=C1)N=CN=C2NC3=CC(=C(C=C3)F)Cl)OCCCN4CCOCC4. Drug 2: C1CC(=O)NC(=O)C1N2C(=O)C3=CC=CC=C3C2=O. Cell line: HT29. (4) Drug 1: C1=C(C(=O)NC(=O)N1)F. Drug 2: CN1C2=C(C=C(C=C2)N(CCCl)CCCl)N=C1CCCC(=O)O.Cl. Cell line: MCF7. Synergy scores: CSS=29.5, Synergy_ZIP=-1.40, Synergy_Bliss=-1.01, Synergy_Loewe=-1.75, Synergy_HSA=3.15. (5) Drug 1: C1CC(=O)NC(=O)C1N2CC3=C(C2=O)C=CC=C3N. Drug 2: CN1C2=C(C=C(C=C2)N(CCCl)CCCl)N=C1CCCC(=O)O.Cl. Cell line: SK-MEL-28. Synergy scores: CSS=8.45, Synergy_ZIP=1.16, Synergy_Bliss=3.04, Synergy_Loewe=2.56, Synergy_HSA=1.90.